This data is from TCR-epitope binding with 47,182 pairs between 192 epitopes and 23,139 TCRs. The task is: Binary Classification. Given a T-cell receptor sequence (or CDR3 region) and an epitope sequence, predict whether binding occurs between them. (1) The epitope is QECVRGTTVL. The TCR CDR3 sequence is CASSGQDYGYTF. Result: 0 (the TCR does not bind to the epitope). (2) The epitope is QYDPVAALF. The TCR CDR3 sequence is CASSRRRLRRHTEAFF. Result: 0 (the TCR does not bind to the epitope). (3) The epitope is KEIDRLNEV. The TCR CDR3 sequence is CASSFPGLAGEQYF. Result: 0 (the TCR does not bind to the epitope). (4) The epitope is SSNVANYQK. The TCR CDR3 sequence is CASSWGGGPYEQYV. Result: 1 (the TCR binds to the epitope). (5) The epitope is AVFDRKSDAK. The TCR CDR3 sequence is CSARDFSGDVDTQYF. Result: 1 (the TCR binds to the epitope). (6) The epitope is TSDLATNNLVVMAY. The TCR CDR3 sequence is CSVEPGRTGHLNEQFF. Result: 0 (the TCR does not bind to the epitope).